This data is from Full USPTO retrosynthesis dataset with 1.9M reactions from patents (1976-2016). The task is: Predict the reactants needed to synthesize the given product. Given the product [CH3:1][C:2]1[CH:7]=[CH:6][N:5]=[CH:4][C:3]=1[C:25]1[CH:30]=[CH:29][C:28]([NH:31][S:32]([CH3:35])(=[O:33])=[O:34])=[CH:27][C:26]=1[C:36]([F:37])([F:38])[F:39], predict the reactants needed to synthesize it. The reactants are: [CH3:1][C:2]1[CH:7]=[CH:6][N:5]=[CH:4][C:3]=1C1C=CC=C2C=1C=NN2.CC1(C)C(C)(C)OB([C:25]2[CH:30]=[CH:29][C:28]([NH:31][S:32]([CH3:35])(=[O:34])=[O:33])=[CH:27][C:26]=2[C:36]([F:39])([F:38])[F:37])O1.BrC1C=NC=CC=1C.